Dataset: Reaction yield outcomes from USPTO patents with 853,638 reactions. Task: Predict the reaction yield, written as a fraction of the theoretical maximum amount of product (1.0 means a 100% yield; for example, 0.34 means a 34% yield). (1) The reactants are [Cl:1][CH2:2][C:3]([CH2:5]Cl)=O.[OH:7][C:8]1[CH:9]=[C:10]([CH:14]=[CH:15][CH:16]=1)[C:11]([NH2:13])=[S:12]. The catalyst is C1(C)C=CC=CC=1. The product is [Cl:1][CH2:2][C:3]1[N:13]=[C:11]([C:10]2[CH:9]=[C:8]([OH:7])[CH:16]=[CH:15][CH:14]=2)[S:12][CH:5]=1. The yield is 0.380. (2) The reactants are [CH:1]1([C:7]2[C:8]3[CH:26]=[CH:25][C:24]([C:27]([OH:29])=O)=[CH:23][C:9]=3[N:10]3[C:16]=2[C:15]2[CH:17]=[CH:18][C:19]([O:21][CH3:22])=[CH:20][C:14]=2[O:13][CH2:12][CH2:11]3)[CH2:6][CH2:5][CH2:4][CH2:3][CH2:2]1.Cl.[NH2:31][C:32]1([C:36]([NH:38][C:39]2[CH:44]=[CH:43][C:42](/[CH:45]=[CH:46]/[C:47]([O:49][CH2:50][CH3:51])=[O:48])=[CH:41][CH:40]=2)=[O:37])[CH2:35][CH2:34][CH2:33]1.O.ON1C2C=CC=CC=2N=N1.Cl.C(N=C=NCCCN(C)C)C.C(N(CC)CC)C. The catalyst is CN(C)C=O.O. The product is [CH:1]1([C:7]2[C:8]3[CH:26]=[CH:25][C:24]([C:27]([NH:31][C:32]4([C:36]([NH:38][C:39]5[CH:44]=[CH:43][C:42](/[CH:45]=[CH:46]/[C:47]([O:49][CH2:50][CH3:51])=[O:48])=[CH:41][CH:40]=5)=[O:37])[CH2:35][CH2:34][CH2:33]4)=[O:29])=[CH:23][C:9]=3[N:10]3[C:16]=2[C:15]2[CH:17]=[CH:18][C:19]([O:21][CH3:22])=[CH:20][C:14]=2[O:13][CH2:12][CH2:11]3)[CH2:2][CH2:3][CH2:4][CH2:5][CH2:6]1. The yield is 0.600. (3) The reactants are [CH2:1]([N:3]1[C:15]2[CH2:14][CH2:13][CH2:12][CH2:11][C:10]=2[C:9]2[C:4]1=[CH:5][CH:6]=[CH:7][CH:8]=2)[CH3:2]. The catalyst is CC1C=CC=CC=1C. The product is [CH2:1]([N:3]1[C:15]2[CH:14]=[CH:13][CH:12]=[CH:11][C:10]=2[C:9]2[C:4]1=[CH:5][CH:6]=[CH:7][CH:8]=2)[CH3:2].[CH2:1]([N:3]1[C:15]2[CH2:14][CH2:13][CH2:12][CH2:11][C:10]=2[C:9]2[C:4]1=[CH:5][CH:6]=[CH:7][CH:8]=2)[CH3:2]. The yield is 0.820.